This data is from Full USPTO retrosynthesis dataset with 1.9M reactions from patents (1976-2016). The task is: Predict the reactants needed to synthesize the given product. (1) Given the product [C:1]([O:5][C:6]([N:8]1[CH2:13][CH2:12][N:11]([C:14]2[C:23]3[C:18](=[CH:19][C:20]([Cl:24])=[CH:21][CH:22]=3)[N:17]=[C:16]([NH:31][CH:28]3[CH2:30][CH2:29]3)[CH:15]=2)[CH2:10][CH2:9]1)=[O:7])([CH3:4])([CH3:3])[CH3:2], predict the reactants needed to synthesize it. The reactants are: [C:1]([O:5][C:6]([N:8]1[CH2:13][CH2:12][N:11]([C:14]2[C:23]3[C:18](=[CH:19][C:20]([Cl:24])=[CH:21][CH:22]=3)[NH:17][C:16](=O)[CH:15]=2)[CH2:10][CH2:9]1)=[O:7])([CH3:4])([CH3:3])[CH3:2].[H-].[Na+].[CH:28]1([NH2:31])[CH2:30][CH2:29]1. (2) Given the product [NH2:24][C@@H:22]([CH3:23])[C:21]([NH:20][C@@H:18]([CH3:19])[C:17]([NH:16][C@@H:14]([CH3:15])[C:13]([NH:12][CH2:11][CH2:10][CH2:9][NH:8][C:6]1[S:7][C:3]([CH:1]=[O:2])=[CH:4][N:5]=1)=[O:34])=[O:33])=[O:32], predict the reactants needed to synthesize it. The reactants are: [CH:1]([C:3]1[S:7][C:6]([NH:8][CH2:9][CH2:10][CH2:11][NH:12][C:13](=[O:34])[C@@H:14]([NH:16][C:17](=[O:33])[C@@H:18]([NH:20][C:21](=[O:32])[C@@H:22]([NH:24]C(=O)OC(C)(C)C)[CH3:23])[CH3:19])[CH3:15])=[N:5][CH:4]=1)=[O:2].CCOCC. (3) The reactants are: [NH2:1][C:2](=O)[C@:3]([NH:12][C:13](=[O:19])[O:14][C:15]([CH3:18])([CH3:17])[CH3:16])(C)[CH2:4][CH:5]1[CH2:10][CH2:9][CH2:8][CH2:7][CH2:6]1.CO[CH2:23][CH2:24]O[AlH2-]OCCOC.[Na+]. Given the product [CH:5]1([CH2:4][C@H:3]([NH:12][C:13](=[O:19])[O:14][C:15]([CH3:16])([CH3:17])[CH3:18])[CH2:2][NH:1][CH2:23][CH3:24])[CH2:6][CH2:7][CH2:8][CH2:9][CH2:10]1, predict the reactants needed to synthesize it.